From a dataset of Reaction yield outcomes from USPTO patents with 853,638 reactions. Predict the reaction yield, written as a fraction of the theoretical maximum amount of product (1.0 means a 100% yield; for example, 0.34 means a 34% yield). (1) The reactants are [N-:1]=[N+:2]=[N-:3].[Na+].Cl[CH2:6][C:7]([C:9]1[CH:10]=[CH:11][C:12]2[N:16]=[C:15]([C@@H:17]3[CH2:21][CH2:20][CH2:19][N:18]3[C:22]([O:24][C:25]([CH3:28])([CH3:27])[CH3:26])=[O:23])[NH:14][C:13]=2[CH:29]=1)=[O:8]. The catalyst is C(#N)C. The product is [N:1]([CH2:6][C:7]([C:9]1[CH:10]=[CH:11][C:12]2[N:16]=[C:15]([C@@H:17]3[CH2:21][CH2:20][CH2:19][N:18]3[C:22]([O:24][C:25]([CH3:28])([CH3:27])[CH3:26])=[O:23])[NH:14][C:13]=2[CH:29]=1)=[O:8])=[N+:2]=[N-:3]. The yield is 0.480. (2) The reactants are [H-].[H-].[H-].[H-].[Li+].[Al+3].[Cl:7][C:8]1[CH:13]=[CH:12][C:11]([C:14]2[CH:19]=[CH:18][C:17]([C:20]([CH3:27])=[CH:21][C:22](OCC)=[O:23])=[CH:16][CH:15]=2)=[CH:10][CH:9]=1. The catalyst is CCOCC. The product is [Cl:7][C:8]1[CH:9]=[CH:10][C:11]([C:14]2[CH:19]=[CH:18][C:17]([CH:20]([CH3:27])[CH:21]=[CH:22][OH:23])=[CH:16][CH:15]=2)=[CH:12][CH:13]=1. The yield is 0.750.